Predict the product of the given reaction. From a dataset of Forward reaction prediction with 1.9M reactions from USPTO patents (1976-2016). (1) Given the reactants [Cl:1][CH2:2][CH2:3][CH2:4][CH2:5][N:6]1[CH:11]=[CH:10][C:9]([C:12]2[CH:17]=[CH:16][CH:15]=[C:14]([CH3:18])[N:13]=2)=[N:8][C:7]1=[O:19].[F:20][C:21]([F:35])([F:34])[C:22]1[CH:27]=[CH:26][C:25]([C@:28]23[CH2:33][C@H:32]2[CH2:31][NH:30][CH2:29]3)=[CH:24][CH:23]=1.CCN(C(C)C)C(C)C, predict the reaction product. The product is: [ClH:1].[ClH:1].[CH3:18][C:14]1[N:13]=[C:12]([C:9]2[CH:10]=[CH:11][N:6]([CH2:5][CH2:4][CH2:3][CH2:2][N:30]3[CH2:31][C@H:32]4[C@:28]([C:25]5[CH:24]=[CH:23][C:22]([C:21]([F:20])([F:35])[F:34])=[CH:27][CH:26]=5)([CH2:33]4)[CH2:29]3)[C:7](=[O:19])[N:8]=2)[CH:17]=[CH:16][CH:15]=1. (2) Given the reactants [CH3:1][C:2]1([CH3:19])[C:10]2[C:5](=[CH:6][C:7]([N+:15]([O-:17])=[O:16])=[C:8]([NH:11]C(=O)C)[CH:9]=2)[NH:4][C:3]1=[O:18].I[CH2:21][CH2:22][C:23]([F:26])([F:25])[F:24].C([O-])([O-])=O.[K+].[K+], predict the reaction product. The product is: [NH2:11][C:8]1[CH:9]=[C:10]2[C:5](=[CH:6][C:7]=1[N+:15]([O-:17])=[O:16])[N:4]([CH2:21][CH2:22][C:23]([F:26])([F:25])[F:24])[C:3](=[O:18])[C:2]2([CH3:1])[CH3:19]. (3) Given the reactants [Cl:1][C:2]1[N:3]=[CH:4][N:5](COCC[Si](C)(C)C)[C:6]=1[C:7]([NH:9][CH2:10][C:11]1[CH:16]=[CH:15][C:14]([Cl:17])=[C:13]([O:18][C:19]2[CH:24]=[C:23]([CH:25]([F:27])[F:26])[CH:22]=[C:21]([C:28]#[N:29])[CH:20]=2)[C:12]=1[F:30])=[O:8].C(O)(C(F)(F)F)=O, predict the reaction product. The product is: [Cl:1][C:2]1[N:3]=[CH:4][NH:5][C:6]=1[C:7]([NH:9][CH2:10][C:11]1[CH:16]=[CH:15][C:14]([Cl:17])=[C:13]([O:18][C:19]2[CH:24]=[C:23]([CH:25]([F:26])[F:27])[CH:22]=[C:21]([C:28]#[N:29])[CH:20]=2)[C:12]=1[F:30])=[O:8]. (4) Given the reactants [NH2:1][C@H:2]1[C:11]2[C:6](=[CH:7][CH:8]=[C:9]([Br:12])[CH:10]=2)[N:5]([C:13](=[O:15])[CH3:14])[C@@H:4]([CH3:16])[CH2:3]1.Cl[C:18]1[CH:25]=[CH:24][C:21]([C:22]#[N:23])=[CH:20][N:19]=1.CCN(C(C)C)C(C)C.O, predict the reaction product. The product is: [C:13]([N:5]1[C:6]2[C:11](=[CH:10][C:9]([Br:12])=[CH:8][CH:7]=2)[C@H:2]([NH:1][C:18]2[CH:25]=[CH:24][C:21]([C:22]#[N:23])=[CH:20][N:19]=2)[CH2:3][C@@H:4]1[CH3:16])(=[O:15])[CH3:14]. (5) Given the reactants [C:1]([NH:5][C:6]([C:8]1[C:16]2[C:11](=[N:12][CH:13]=[C:14]([C:17]3[C:25]4[C:20](=[CH:21][C:22]([F:26])=[CH:23][CH:24]=4)[N:19]([CH2:27][C:28]([N:30]4[CH2:35][CH2:34][O:33][CH2:32][CH2:31]4)=[O:29])[N:18]=3)[N:15]=2)[N:10](COCC[Si](C)(C)C)[CH:9]=1)=[O:7])([CH3:4])([CH3:3])[CH3:2].FC(F)(F)C(O)=O.C(N)CN, predict the reaction product. The product is: [C:1]([NH:5][C:6]([C:8]1[C:16]2[C:11](=[N:12][CH:13]=[C:14]([C:17]3[C:25]4[C:20](=[CH:21][C:22]([F:26])=[CH:23][CH:24]=4)[N:19]([CH2:27][C:28]([N:30]4[CH2:35][CH2:34][O:33][CH2:32][CH2:31]4)=[O:29])[N:18]=3)[N:15]=2)[NH:10][CH:9]=1)=[O:7])([CH3:4])([CH3:2])[CH3:3]. (6) Given the reactants [F:1][C:2]1[C:7]([O:8][CH3:9])=[CH:6][C:5]([O:10][CH3:11])=[C:4]([F:12])[C:3]=1[N:13]1[CH2:18][C:17]2[CH:19]=[N:20][C:21]3[NH:25][C:24]([CH2:26][CH:27]4[CH2:32][CH2:31][NH:30][CH2:29][CH2:28]4)=[CH:23][C:22]=3[C:16]=2[N:15]([CH3:33])[C:14]1=[O:34].[CH:35](=O)[CH3:36].C([BH3-])#N.[Na+], predict the reaction product. The product is: [F:12][C:4]1[C:5]([O:10][CH3:11])=[CH:6][C:7]([O:8][CH3:9])=[C:2]([F:1])[C:3]=1[N:13]1[CH2:18][C:17]2[CH:19]=[N:20][C:21]3[NH:25][C:24]([CH2:26][CH:27]4[CH2:32][CH2:31][N:30]([CH2:35][CH3:36])[CH2:29][CH2:28]4)=[CH:23][C:22]=3[C:16]=2[N:15]([CH3:33])[C:14]1=[O:34].